This data is from Full USPTO retrosynthesis dataset with 1.9M reactions from patents (1976-2016). The task is: Predict the reactants needed to synthesize the given product. Given the product [CH3:26][O:25][C:22]1[CH:23]=[CH:24][C:19]([CH2:18][C:17]([NH:16][C:13]2[CH:12]=[CH:11][C:10]([C:9]([N:8]([CH2:7][C:6]([OH:43])=[O:5])[CH2:33][C:34]3[CH:42]=[CH:41][C:37]([C:38]4[O:59][N:60]=[C:61]([C:62]5[CH:67]=[CH:66][CH:65]=[CH:64][CH:63]=5)[N:68]=4)=[CH:36][CH:35]=3)=[O:32])=[CH:15][CH:14]=2)=[O:31])=[C:20]([C:27]([F:28])([F:30])[F:29])[CH:21]=1, predict the reactants needed to synthesize it. The reactants are: C([O:5][C:6](=[O:43])[CH2:7][N:8]([CH2:33][C:34]1[CH:42]=[CH:41][C:37]([C:38](O)=O)=[CH:36][CH:35]=1)[C:9](=[O:32])[C:10]1[CH:15]=[CH:14][C:13]([NH:16][C:17](=[O:31])[CH2:18][C:19]2[CH:24]=[CH:23][C:22]([O:25][CH3:26])=[CH:21][C:20]=2[C:27]([F:30])([F:29])[F:28])=[CH:12][CH:11]=1)(C)(C)C.CN1CCOCC1.ClC(OCC(C)C)=O.[OH:59][NH:60][C:61](=[NH:68])[C:62]1[CH:67]=[CH:66][CH:65]=[CH:64][CH:63]=1.